This data is from Full USPTO retrosynthesis dataset with 1.9M reactions from patents (1976-2016). The task is: Predict the reactants needed to synthesize the given product. (1) Given the product [F:1][C:2]1[CH:30]=[CH:29][CH:28]=[C:27]([F:31])[C:3]=1[C:4]([N:6]([CH3:32])[C:7]([N:8]([C:10]1[CH:15]=[CH:14][C:13]([S:16][C:17]([F:22])([F:23])[C:18]([F:21])([F:20])[F:19])=[C:12]([CH3:24])[C:11]=1[CH3:25])[CH3:9])=[O:26])=[O:5], predict the reactants needed to synthesize it. The reactants are: [F:1][C:2]1[CH:30]=[CH:29][CH:28]=[C:27]([F:31])[C:3]=1[C:4]([NH:6][C:7](=[O:26])[N:8]([C:10]1[CH:15]=[CH:14][C:13]([S:16][C:17]([F:23])([F:22])[C:18]([F:21])([F:20])[F:19])=[C:12]([CH3:24])[C:11]=1[CH3:25])[CH3:9])=[O:5].[CH3:32]I.[H-].[Na+].[Cl-].[NH4+]. (2) Given the product [Br:13][C:11]1[CH:10]=[C:9]([C:14]([O:16][CH3:17])=[O:15])[N:8]([C:5]2[CH:6]=[CH:7][CH:2]=[CH:3][C:4]=2[Cl:18])[CH:12]=1, predict the reactants needed to synthesize it. The reactants are: N[C:2]1[CH:7]=[CH:6][C:5]([N:8]2[CH:12]=[C:11]([Br:13])[CH:10]=[C:9]2[C:14]([O:16][CH3:17])=[O:15])=[C:4]([Cl:18])[CH:3]=1.N([O-])=O.[Na+].C(=O)([O-])[O-].[K+].[K+].